From a dataset of Full USPTO retrosynthesis dataset with 1.9M reactions from patents (1976-2016). Predict the reactants needed to synthesize the given product. (1) Given the product [CH3:3][O:4][C:5]1[CH:6]=[C:7](/[CH:17]=[CH:18]/[C:19]2[N:2]([CH3:1])[C:23]([C:24]3[CH:29]=[CH:28][CH:27]=[CH:26][CH:25]=3)=[CH:22][N:21]=2)[CH:8]=[CH:9][C:10]=1[N:11]1[CH:15]=[C:14]([CH3:16])[N:13]=[CH:12]1, predict the reactants needed to synthesize it. The reactants are: [CH3:1][NH2:2].[CH3:3][O:4][C:5]1[CH:6]=[C:7](/[CH:17]=[CH:18]/[C:19]([NH:21][CH2:22][C:23](=O)[C:24]2[CH:29]=[CH:28][CH:27]=[CH:26][CH:25]=2)=O)[CH:8]=[CH:9][C:10]=1[N:11]1[CH:15]=[C:14]([CH3:16])[N:13]=[CH:12]1. (2) Given the product [CH2:1]([C:3](=[CH2:6])[CH2:4][O:5][C:39]1[CH:44]=[CH:43][CH:42]=[CH:41][C:40]=1[CH2:45][C:46]([O:48][CH3:49])=[O:47])[CH3:2], predict the reactants needed to synthesize it. The reactants are: [CH2:1]([C:3](=[CH2:6])[CH2:4][OH:5])[CH3:2].N(C(OCC)=O)=NC(OCC)=O.C1(P(C2C=CC=CC=2)C2C=CC=CC=2)C=CC=CC=1.O[C:39]1[CH:44]=[CH:43][CH:42]=[CH:41][C:40]=1[CH2:45][C:46]([O:48][CH3:49])=[O:47]. (3) Given the product [Br:1][C:2]1[CH:11]=[C:10]([CH3:12])[CH:9]=[CH:8][C:3]=1[C:4]1([OH:6])[CH2:18][CH2:17][CH2:16][CH2:15]1, predict the reactants needed to synthesize it. The reactants are: [Br:1][C:2]1[CH:11]=[C:10]([CH3:12])[CH:9]=[CH:8][C:3]=1[C:4]([O:6]C)=O.[Mg]([CH2:15][CH2:16][CH2:17][CH2:18][Mg]Br)Br. (4) Given the product [N:1]1[C:2]2[C:3](=[CH:4][CH:5]=[C:6]3[CH:7]=[CH:8][CH:9]=[CH:10][C:11]3=2)[CH:12]=[CH:18][CH:17]=1, predict the reactants needed to synthesize it. The reactants are: [NH2:1][C:2]1[C:11]2[C:6](=[CH:7][CH:8]=[CH:9][CH:10]=2)[CH:5]=[CH:4][C:3]=1[CH:12]=O.[OH-].[K+].O1CCO[CH2:18][CH2:17]1.